From a dataset of Peptide-MHC class II binding affinity with 134,281 pairs from IEDB. Regression. Given a peptide amino acid sequence and an MHC pseudo amino acid sequence, predict their binding affinity value. This is MHC class II binding data. (1) The peptide sequence is TVLAFPAGVCPTIGV. The MHC is HLA-DPA10201-DPB11401 with pseudo-sequence HLA-DPA10201-DPB11401. The binding affinity (normalized) is 0.0663. (2) The peptide sequence is NHFFNHHKVMLLGHS. The MHC is HLA-DQA10401-DQB10402 with pseudo-sequence HLA-DQA10401-DQB10402. The binding affinity (normalized) is 0.0951. (3) The peptide sequence is QKLLKSIAATRGATV. The MHC is DRB1_1101 with pseudo-sequence DRB1_1101. The binding affinity (normalized) is 0.700. (4) The peptide sequence is DRRWCFDGPRTNTIL. The MHC is DRB1_0301 with pseudo-sequence DRB1_0301. The binding affinity (normalized) is 0.0510. (5) The peptide sequence is HCNEMSWIQSIPFVH. The MHC is DRB1_1001 with pseudo-sequence DRB1_1001. The binding affinity (normalized) is 0.404. (6) The peptide sequence is GKMYFNLIDTKCY. The MHC is DRB3_0101 with pseudo-sequence DRB3_0101. The binding affinity (normalized) is 0. (7) The peptide sequence is AHGIPKVPPGPNITA. The MHC is HLA-DPA10301-DPB10402 with pseudo-sequence HLA-DPA10301-DPB10402. The binding affinity (normalized) is 0.0538.